Dataset: NCI-60 drug combinations with 297,098 pairs across 59 cell lines. Task: Regression. Given two drug SMILES strings and cell line genomic features, predict the synergy score measuring deviation from expected non-interaction effect. (1) Drug 1: C1CCC(CC1)NC(=O)N(CCCl)N=O. Drug 2: CN(C)C1=NC(=NC(=N1)N(C)C)N(C)C. Cell line: CAKI-1. Synergy scores: CSS=29.1, Synergy_ZIP=-6.30, Synergy_Bliss=0.740, Synergy_Loewe=-10.7, Synergy_HSA=3.05. (2) Drug 1: C1CCC(CC1)NC(=O)N(CCCl)N=O. Drug 2: CCC1(C2=C(COC1=O)C(=O)N3CC4=CC5=C(C=CC(=C5CN(C)C)O)N=C4C3=C2)O.Cl. Cell line: MDA-MB-231. Synergy scores: CSS=13.9, Synergy_ZIP=-11.5, Synergy_Bliss=-12.9, Synergy_Loewe=-47.1, Synergy_HSA=-9.16. (3) Drug 1: CC1=CC2C(CCC3(C2CCC3(C(=O)C)OC(=O)C)C)C4(C1=CC(=O)CC4)C. Drug 2: C1CCC(C(C1)N)N.C(=O)(C(=O)[O-])[O-].[Pt+4]. Cell line: TK-10. Synergy scores: CSS=-1.29, Synergy_ZIP=-0.493, Synergy_Bliss=-2.46, Synergy_Loewe=-12.9, Synergy_HSA=-6.75. (4) Drug 1: CC1=C(C(=O)C2=C(C1=O)N3CC4C(C3(C2COC(=O)N)OC)N4)N. Drug 2: C1CNP(=O)(OC1)N(CCCl)CCCl. Cell line: OVCAR3. Synergy scores: CSS=11.7, Synergy_ZIP=-1.32, Synergy_Bliss=-1.64, Synergy_Loewe=-22.6, Synergy_HSA=-5.96. (5) Drug 1: CC1=C(C(CCC1)(C)C)C=CC(=CC=CC(=CC(=O)O)C)C. Drug 2: CS(=O)(=O)OCCCCOS(=O)(=O)C. Cell line: SK-OV-3. Synergy scores: CSS=-0.626, Synergy_ZIP=-0.188, Synergy_Bliss=-0.700, Synergy_Loewe=-1.70, Synergy_HSA=-1.17. (6) Drug 1: CC1=C2C(C(=O)C3(C(CC4C(C3C(C(C2(C)C)(CC1OC(=O)C(C(C5=CC=CC=C5)NC(=O)OC(C)(C)C)O)O)OC(=O)C6=CC=CC=C6)(CO4)OC(=O)C)OC)C)OC. Drug 2: C1CN1P(=S)(N2CC2)N3CC3. Cell line: MOLT-4. Synergy scores: CSS=63.2, Synergy_ZIP=-2.57, Synergy_Bliss=-4.41, Synergy_Loewe=-5.45, Synergy_HSA=-2.93. (7) Drug 1: CC1=C2C(C(=O)C3(C(CC4C(C3C(C(C2(C)C)(CC1OC(=O)C(C(C5=CC=CC=C5)NC(=O)OC(C)(C)C)O)O)OC(=O)C6=CC=CC=C6)(CO4)OC(=O)C)O)C)O. Drug 2: CCN(CC)CCCC(C)NC1=C2C=C(C=CC2=NC3=C1C=CC(=C3)Cl)OC. Cell line: A498. Synergy scores: CSS=8.63, Synergy_ZIP=-2.90, Synergy_Bliss=0.0938, Synergy_Loewe=-3.91, Synergy_HSA=-4.15.